Dataset: Full USPTO retrosynthesis dataset with 1.9M reactions from patents (1976-2016). Task: Predict the reactants needed to synthesize the given product. (1) Given the product [CH3:16][C:17]1[N:18]([CH3:44])[C:19]2[C:25]([NH:26][C:2]([NH:1][C:4]3[CH:9]=[C:8]([S:10]([CH3:13])(=[O:12])=[O:11])[CH:7]=[CH:6][C:5]=3[O:14][CH3:15])=[S:3])=[CH:24][CH:23]=[CH:22][C:20]=2[N:21]=1, predict the reactants needed to synthesize it. The reactants are: [N:1]([C:4]1[CH:9]=[C:8]([S:10]([CH3:13])(=[O:12])=[O:11])[CH:7]=[CH:6][C:5]=1[O:14][CH3:15])=[C:2]=[S:3].[CH3:16][C:17]1[N:18]([CH3:44])[C:19]2[C:25]([NH:26]C(=S)NC3C=C(S(N)(=O)=O)C=CC=3OC(C)C)=[CH:24][CH:23]=[CH:22][C:20]=2[N:21]=1. (2) Given the product [OH:20][CH2:19][N:12]([CH2:11][CH2:10][S:9][C:6]1[CH:7]=[CH:8][C:3]([O:2][CH3:1])=[CH:4][CH:5]=1)[C:13](=[O:16])[O:14][CH3:15], predict the reactants needed to synthesize it. The reactants are: [CH3:1][O:2][C:3]1[CH:8]=[CH:7][C:6]([S:9][CH2:10][CH2:11][NH:12][C:13](=[O:16])[O:14][CH3:15])=[CH:5][CH:4]=1.C=O.[C:19]([O-])([O-])=[O:20].[Cs+].[Cs+]. (3) Given the product [CH:19]([C:5]1[CH:4]=[CH:3][C:2]([N:1]2[CH2:2][CH2:3][CH:4]([O:7][C@H:8]3[CH2:13][CH2:12][C@H:11]([C:14]([O:16][CH2:17][CH3:18])=[O:15])[CH2:10][CH2:9]3)[CH2:5][CH2:6]2)=[N:1][CH:6]=1)=[O:22], predict the reactants needed to synthesize it. The reactants are: [NH:1]1[CH2:6][CH2:5][CH:4]([O:7][C@H:8]2[CH2:13][CH2:12][C@H:11]([C:14]([O:16][CH2:17][CH3:18])=[O:15])[CH2:10][CH2:9]2)[CH2:3][CH2:2]1.[C:19](=[O:22])(O)[O-].[Na+]. (4) Given the product [F:22][C:19]1[CH:20]=[CH:21][C:16]([CH:14]([N:11]2[CH2:12][CH2:13][N:8]([C:6]3[N:5]=[CH:4][N:3]=[C:2]([O:33][C:31]4[CH:30]=[CH:29][CH:28]=[C:27]5[C:32]=4[CH:23]=[N:24][CH:25]=[CH:26]5)[CH:7]=3)[CH2:9][CH2:10]2)[CH3:15])=[CH:17][CH:18]=1, predict the reactants needed to synthesize it. The reactants are: F[C:2]1[CH:7]=[C:6]([N:8]2[CH2:13][CH2:12][N:11]([CH:14]([C:16]3[CH:21]=[CH:20][C:19]([F:22])=[CH:18][CH:17]=3)[CH3:15])[CH2:10][CH2:9]2)[N:5]=[CH:4][N:3]=1.[CH:23]1[C:32]2[C:27](=[CH:28][CH:29]=[CH:30][C:31]=2[OH:33])[CH:26]=[CH:25][N:24]=1.C(=O)([O-])[O-].[Cs+].[Cs+].CS(C)=O. (5) Given the product [CH2:1]([C:9]1[CH:21]=[CH:20][C:12]([C:13]([OH:15])=[O:14])=[C:11]([NH:22][C:23]2[CH:28]=[CH:27][CH:26]=[CH:25][C:24]=2[C:29]([F:30])([F:31])[F:32])[CH:10]=1)[CH2:2][C:3]1[CH:4]=[CH:5][CH:6]=[CH:7][CH:8]=1, predict the reactants needed to synthesize it. The reactants are: [CH2:1]([C:9]1[CH:21]=[CH:20][C:12]([C:13]([O:15]C(C)(C)C)=[O:14])=[C:11]([NH:22][C:23]2[CH:28]=[CH:27][CH:26]=[CH:25][C:24]=2[C:29]([F:32])([F:31])[F:30])[CH:10]=1)[CH2:2][C:3]1[CH:8]=[CH:7][CH:6]=[CH:5][CH:4]=1. (6) The reactants are: C([O:6][CH2:7][CH3:8])(=O)C(C)O.[OH:9][C:10]1[CH:11]=C(C=CC=1)C=O.F[P-](F)(F)(F)(F)F.N1([O:34][P+:35](N2CCCC2)(N2CCCC2)N2CCCC2)C2C=CC=CC=2N=N1.C(N([CH:57]([CH3:59])[CH3:58])CC)(C)C.[CH3:60][N:61](C)C=O. Given the product [NH2:61][CH2:60][C:57]([P:35](=[O:34])([O:6][CH2:7][CH3:8])[O:9][CH2:10][CH3:11])([CH3:58])[CH3:59], predict the reactants needed to synthesize it.